Dataset: Reaction yield outcomes from USPTO patents with 853,638 reactions. Task: Predict the reaction yield, written as a fraction of the theoretical maximum amount of product (1.0 means a 100% yield; for example, 0.34 means a 34% yield). (1) The reactants are [CH3:1][N:2]1[C:6]2[N:7]=[CH:8][N:9]([CH2:12][C:13]([F:16])([F:15])[F:14])[C:10](=[O:11])[C:5]=2[C:4]([C:17]2[CH:18]=[N:19][CH:20]=[CH:21][CH:22]=2)=[CH:3]1.[Br:23]Br.C(=O)(O)[O-].[Na+].S([O-])([O-])(=O)=S.[Na+].[Na+]. The catalyst is CN(C=O)C.O. The product is [Br:23][C:3]1[N:2]([CH3:1])[C:6]2[N:7]=[CH:8][N:9]([CH2:12][C:13]([F:15])([F:16])[F:14])[C:10](=[O:11])[C:5]=2[C:4]=1[C:17]1[CH:18]=[N:19][CH:20]=[CH:21][CH:22]=1. The yield is 0.370. (2) The reactants are Cl[C:2]1[C:3]([CH:8]2[CH2:11][N:10]([C:12]([C:14]3[N:18]([CH3:19])[C:17]4[CH:20]=[CH:21][CH:22]=[CH:23][C:16]=4[N:15]=3)=[O:13])[CH2:9]2)=[N:4][CH:5]=[CH:6][N:7]=1.[NH:24]1[CH2:29][CH2:28][CH2:27][CH2:26][CH2:25]1.C(N(CC)CC)C.CS(C)=O. The catalyst is O. The product is [CH3:19][N:18]1[C:17]2[CH:20]=[CH:21][CH:22]=[CH:23][C:16]=2[N:15]=[C:14]1[C:12]([N:10]1[CH2:11][CH:8]([C:3]2[C:2]([N:24]3[CH2:29][CH2:28][CH2:27][CH2:26][CH2:25]3)=[N:7][CH:6]=[CH:5][N:4]=2)[CH2:9]1)=[O:13]. The yield is 0.630. (3) The reactants are [CH3:1][C:2]1([CH3:20])[CH2:15][C:14]2[C:13](=O)[C:12]3[C:11]([C:17]([O-])=[O:18])=[CH:10][CH:9]=[CH:8][C:7]=3[NH:6][C:5]=2[CH2:4][CH2:3]1.O.[NH2:22][NH2:23].C(O)(=O)C.C([O-])(O)=O.[Na+]. The catalyst is CC(N(C)C)=O. The product is [CH3:1][C:2]1([CH3:20])[CH2:3][CH2:4][C:5]2[NH:6][C:7]3[C:12]4=[C:11]([C:17](=[O:18])[NH:22][N:23]=[C:13]4[C:14]=2[CH2:15]1)[CH:10]=[CH:9][CH:8]=3. The yield is 0.490. (4) The reactants are [OH:1][C@H:2]1[CH2:7][CH2:6][C@H:5]([NH:8][C:9]([C@H:11]2[CH2:16][CH2:15][CH2:14][N:13]([S:17]([C:20]3[CH:25]=[CH:24][CH:23]=[CH:22][CH:21]=3)(=[O:19])=[O:18])[CH2:12]2)=[O:10])[CH2:4][CH2:3]1.[N:26]1[CH:31]=[CH:30][C:29](O)=[CH:28][CH:27]=1.C1(P(C2C=CC=CC=2)C2C=CC=CC=2)C=CC=CC=1.N(C(OCC)=O)=NC(OCC)=O. The catalyst is O1CCCC1. The product is [C:20]1([S:17]([N:13]2[CH2:14][CH2:15][CH2:16][C@H:11]([C:9]([NH:8][CH:5]3[CH2:6][CH2:7][CH:2]([O:1][C:29]4[CH:30]=[CH:31][N:26]=[CH:27][CH:28]=4)[CH2:3][CH2:4]3)=[O:10])[CH2:12]2)(=[O:19])=[O:18])[CH:21]=[CH:22][CH:23]=[CH:24][CH:25]=1. The yield is 0.0630. (5) The reactants are [OH:1][CH:2]([CH2:39][CH2:40][CH2:41]O)[CH2:3][O:4][C@H:5]1[CH2:10][CH2:9][C@H:8]([N:11]2[C:16](=[O:17])[C:15]([CH2:18][C:19]3[CH:24]=[CH:23][C:22]([C:25]4[C:26]([C:31]#[N:32])=[CH:27][CH:28]=[CH:29][CH:30]=4)=[CH:21][CH:20]=3)=[C:14]([CH2:33][CH2:34][CH3:35])[N:13]3[N:36]=[CH:37][N:38]=[C:12]23)[CH2:7][CH2:6]1.C1(P(C2C=CC=CC=2)C2C=CC=CC=2)C=CC=CC=1.N(C(OCC)=O)=NC(OCC)=O.O. The catalyst is O1CCCC1. The product is [O:17]=[C:16]1[C:15]([CH2:18][C:19]2[CH:20]=[CH:21][C:22]([C:25]3[C:26]([C:31]#[N:32])=[CH:27][CH:28]=[CH:29][CH:30]=3)=[CH:23][CH:24]=2)=[C:14]([CH2:33][CH2:34][CH3:35])[N:13]2[N:36]=[CH:37][N:38]=[C:12]2[N:11]1[C@H:8]1[CH2:9][CH2:10][C@H:5]([O:4][CH2:3][CH:2]2[CH2:39][CH2:40][CH2:41][O:1]2)[CH2:6][CH2:7]1. The yield is 0.740. (6) The reactants are [NH2:1][CH:2]1[CH2:7][CH2:6][N:5]([CH2:8][CH:9]2[N:19]3[C:20]4[C:11](=[C:12]([F:22])[CH:13]=[N:14][C:15]=4[CH:16]=[CH:17][C:18]3=[O:21])[CH2:10]2)[CH2:4][CH2:3]1.[O:23]=[C:24]1[CH2:29][O:28][C:27]2[CH:30]=[CH:31][C:32]([CH:34]=O)=[N:33][C:26]=2[NH:25]1.C(O[BH-](OC(=O)C)OC(=O)C)(=O)C.[Na+].C(=O)(O)[O-].[Na+].C(Cl)(Cl)[Cl:56].CO. The catalyst is C(Cl)Cl.CO. The yield is 0.570. The product is [ClH:56].[ClH:56].[F:22][C:12]1[CH:13]=[N:14][C:15]2[CH:16]=[CH:17][C:18](=[O:21])[N:19]3[CH:9]([CH2:8][N:5]4[CH2:6][CH2:7][CH:2]([NH:1][CH2:34][C:32]5[CH:31]=[CH:30][C:27]6[O:28][CH2:29][C:24](=[O:23])[NH:25][C:26]=6[N:33]=5)[CH2:3][CH2:4]4)[CH2:10][C:11]=1[C:20]=23. (7) The yield is 0.920. The product is [NH2:1][C:2]1[N:3]=[CH:4][C:5]([C:8]2[CH:28]=[CH:27][C:11]3[N:12]([C:23]([CH3:24])([CH3:25])[CH3:26])[C:13]([C:15]4[CH:22]=[CH:21][CH:20]=[CH:19][C:16]=4[C:17]([NH:29][OH:30])=[NH:18])=[N:14][C:10]=3[CH:9]=2)=[CH:6][N:7]=1. The catalyst is CCO. The reactants are [NH2:1][C:2]1[N:7]=[CH:6][C:5]([C:8]2[CH:28]=[CH:27][C:11]3[N:12]([C:23]([CH3:26])([CH3:25])[CH3:24])[C:13]([C:15]4[CH:22]=[CH:21][CH:20]=[CH:19][C:16]=4[C:17]#[N:18])=[N:14][C:10]=3[CH:9]=2)=[CH:4][N:3]=1.[NH2:29][OH:30]. (8) The reactants are Cl.Cl.[CH2:3]([N:10]1[CH2:17][CH:16]2[O:18][CH:12]([CH2:13][NH:14][CH2:15]2)[CH2:11]1)[C:4]1[CH:9]=[CH:8][CH:7]=[CH:6][CH:5]=1.[C:19]([NH:23][C:24](=[O:29])[O:25][CH2:26][CH2:27]Br)([CH3:22])([CH3:21])[CH3:20].C([O-])([O-])=O.[K+].[K+]. The catalyst is C(#N)C. The product is [CH2:3]([N:10]1[CH2:17][CH:16]2[O:18][CH:12]([CH2:13][N:14]([CH2:27][CH2:26][O:25][C:24](=[O:29])[NH:23][C:19]([CH3:22])([CH3:21])[CH3:20])[CH2:15]2)[CH2:11]1)[C:4]1[CH:5]=[CH:6][CH:7]=[CH:8][CH:9]=1. The yield is 0.430. (9) The reactants are [Cl:1][C:2]1[CH:3]=[C:4]([C@@H:9](O)[CH2:10][O:11][CH3:12])[CH:5]=[CH:6][C:7]=1[Cl:8].[C:14]1(=[O:24])[C:22]2[C:17](=[CH:18][CH:19]=[CH:20][CH:21]=2)[C:16](=[O:23])[NH:15]1.C1C=CC(P(C2C=CC=CC=2)C2C=CC=CC=2)=CC=1.CCOC(/N=N/C(OCC)=O)=O. The catalyst is C1COCC1. The product is [Cl:1][C:2]1[CH:3]=[C:4]([C@H:9]([N:15]2[C:16](=[O:23])[C:17]3[C:22](=[CH:21][CH:20]=[CH:19][CH:18]=3)[C:14]2=[O:24])[CH2:10][O:11][CH3:12])[CH:5]=[CH:6][C:7]=1[Cl:8]. The yield is 0.960.